From a dataset of Forward reaction prediction with 1.9M reactions from USPTO patents (1976-2016). Predict the product of the given reaction. (1) Given the reactants [Li+].CC([N-]C(C)C)C.[Br:9][C:10]1[CH:15]=[CH:14][C:13]([NH2:16])=[C:12]([CH3:17])[CH:11]=1.Cl[C:19]1[C:27]([C:28]([OH:30])=[O:29])=[C:26]2[N:22]([CH2:23][CH2:24][CH2:25]2)[C:21](=[O:31])[CH:20]=1, predict the reaction product. The product is: [Br:9][C:10]1[CH:15]=[CH:14][C:13]([NH:16][C:19]2[C:27]([C:28]([OH:30])=[O:29])=[C:26]3[N:22]([CH2:23][CH2:24][CH2:25]3)[C:21](=[O:31])[CH:20]=2)=[C:12]([CH3:17])[CH:11]=1. (2) The product is: [CH2:36]1[O:37][CH2:7]1.[CH2:30]([C:17]([CH2:18][OH:19])([CH2:24][OH:25])[CH2:16][CH3:38])[OH:31]. Given the reactants C(OC[C:7]([CH2:36][OH:37])(CO[CH2:16][C:17]([CH2:30][O:31]C(=O)C=C)([CH2:24][O:25]C(=O)C=C)[CH2:18][O:19]C(=O)C=C)COC(=O)C=C)(=O)C=C.[C:38](OCC(COC(=O)C=C)(COCC(COC(=O)C=C)(COC(=O)C=C)COC(=O)C=C)COC(=O)C=C)(=O)C=C, predict the reaction product.